Dataset: Reaction yield outcomes from USPTO patents with 853,638 reactions. Task: Predict the reaction yield, written as a fraction of the theoretical maximum amount of product (1.0 means a 100% yield; for example, 0.34 means a 34% yield). (1) The reactants are COC1C=CC(C[O:10][C:11]2[CH:12]=[C:13]([C:21]3[CH:22]=[C:23]([CH3:29])[C:24](=[O:28])[N:25]([CH3:27])[CH:26]=3)[CH:14]=[C:15]([S:17]([CH3:20])(=[O:19])=[O:18])[CH:16]=2)=CC=1. The catalyst is CC(O)=O. The product is [OH:10][C:11]1[CH:12]=[C:13]([C:21]2[CH:22]=[C:23]([CH3:29])[C:24](=[O:28])[N:25]([CH3:27])[CH:26]=2)[CH:14]=[C:15]([S:17]([CH3:20])(=[O:19])=[O:18])[CH:16]=1. The yield is 0.680. (2) The reactants are [F:1][C:2]1[CH:3]=[C:4]([C@@H:17]([NH:21][C:22](=[O:28])[O:23][C:24]([CH3:27])([CH3:26])[CH3:25])[CH2:18][CH:19]=[CH2:20])[CH:5]=[C:6]([C:8]2[N:12]([CH3:13])[N:11]=[CH:10][C:9]=2[N+:14]([O-])=O)[CH:7]=1.[NH4+].[Cl-]. The catalyst is CC(C)=O.O.[Zn]. The product is [NH2:14][C:9]1[CH:10]=[N:11][N:12]([CH3:13])[C:8]=1[C:6]1[CH:5]=[C:4]([C@@H:17]([NH:21][C:22](=[O:28])[O:23][C:24]([CH3:26])([CH3:25])[CH3:27])[CH2:18][CH:19]=[CH2:20])[CH:3]=[C:2]([F:1])[CH:7]=1. The yield is 0.920. (3) The reactants are Cl.[C:2]([C:6]1[CH:24]=[CH:23][C:9]([CH2:10][NH:11][CH2:12][CH2:13][C:14]2[CH:19]=[CH:18][C:17]([Cl:20])=[C:16]([CH2:21][CH3:22])[CH:15]=2)=[CH:8][CH:7]=1)([CH3:5])([CH3:4])[CH3:3].[Cl:25][C:26]1[C:27]([F:39])=[C:28]([CH:32]=[C:33]([C:35]([F:38])([F:37])[F:36])[CH:34]=1)[C:29](O)=[O:30].CN(C(ON1N=NC2C=CC=CC1=2)=[N+](C)C)C.F[P-](F)(F)(F)(F)F.CCN(CC)CC. The catalyst is C1COCC1.O.CO.CCCCCC. The product is [C:2]([C:6]1[CH:24]=[CH:23][C:9]([CH2:10][N:11]([CH2:12][CH2:13][C:14]2[CH:19]=[CH:18][C:17]([Cl:20])=[C:16]([CH2:21][CH3:22])[CH:15]=2)[C:29](=[O:30])[C:28]2[CH:32]=[C:33]([C:35]([F:36])([F:37])[F:38])[CH:34]=[C:26]([Cl:25])[C:27]=2[F:39])=[CH:8][CH:7]=1)([CH3:3])([CH3:5])[CH3:4]. The yield is 0.738. (4) The catalyst is C(Cl)(Cl)(Cl)Cl. The reactants are [N:1]1[C:10]2[C:5](=[CH:6][C:7]([O:11][C:12](=[O:14])[CH3:13])=[CH:8][CH:9]=2)[CH:4]=[CH:3][CH:2]=1.N1C=CC=CC=1.[Br:21]Br. The product is [Br:21][C:3]1[CH:2]=[N:1][C:10]2[C:5]([CH:4]=1)=[CH:6][C:7]([O:11][C:12](=[O:14])[CH3:13])=[CH:8][CH:9]=2. The yield is 0.630. (5) The reactants are [NH2:1][C:2]1[CH:20]=[CH:19][CH:18]=[CH:17][C:3]=1[C:4]([NH:6][C:7]1[CH:12]=[CH:11][C:10]([C:13]([CH3:16])([CH3:15])[CH3:14])=[CH:9][CH:8]=1)=[O:5].C(C1C=CC(N)=CC=1)(C)(C)C.[Si]([O:39][CH2:40][CH2:41][O:42][C:43]1[C:50]([CH3:51])=[CH:49][C:46]([CH:47]=O)=[CH:45][C:44]=1[CH3:52])(C(C)(C)C)(C)C.CC1C=CC(S(O)(=O)=O)=CC=1.OS([O-])=O.[Na+]. The catalyst is CC(N(C)C)=O. The product is [C:13]([C:10]1[CH:11]=[CH:12][C:7]([N:6]2[C:4](=[O:5])[C:3]3[C:2](=[CH:20][CH:19]=[CH:18][CH:17]=3)[N:1]=[C:47]2[C:46]2[CH:49]=[C:50]([CH3:51])[C:43]([O:42][CH2:41][CH2:40][OH:39])=[C:44]([CH3:52])[CH:45]=2)=[CH:8][CH:9]=1)([CH3:16])([CH3:15])[CH3:14]. The yield is 0.990. (6) The reactants are Br[C:2]1[CH:3]=[N:4][CH:5]=[N:6][CH:7]=1.[Br:8][C:9]1[CH:14]=[CH:13][CH:12]=[CH:11][C:10]=1B(O)O.C(=O)([O-])[O-].[K+].[K+]. The catalyst is O1CCOCC1.C1C=CC([P]([Pd]([P](C2C=CC=CC=2)(C2C=CC=CC=2)C2C=CC=CC=2)([P](C2C=CC=CC=2)(C2C=CC=CC=2)C2C=CC=CC=2)[P](C2C=CC=CC=2)(C2C=CC=CC=2)C2C=CC=CC=2)(C2C=CC=CC=2)C2C=CC=CC=2)=CC=1. The product is [Br:8][C:9]1[CH:14]=[CH:13][CH:12]=[CH:11][C:10]=1[C:2]1[CH:3]=[N:4][CH:5]=[N:6][CH:7]=1. The yield is 0.305. (7) The reactants are CC(C)([O-])C.[Na+].C1C=CC(P(C2C=CC3C(=CC=CC=3)C=2C2C3C(=CC=CC=3)C=CC=2P(C2C=CC=CC=2)C2C=CC=CC=2)C2C=CC=CC=2)=CC=1.[NH2:53][C:54]1[N:59]=[C:58]([C:60]2[N:64]3[CH:65]=[CH:66][CH:67]=[CH:68][C:63]3=[N:62][CH:61]=2)[CH:57]=[CH:56][N:55]=1.Br[C:70]1[CH:89]=[CH:88][C:73]([C:74]([C:76]2[CH:81]=[CH:80][C:79]([N:82]3[CH2:87][CH2:86][O:85][CH2:84][CH2:83]3)=[CH:78][CH:77]=2)=[O:75])=[CH:72][CH:71]=1. The catalyst is C1(C)C=CC=CC=1.C([O-])(=O)C.[Pd+2].C([O-])(=O)C. The product is [O:85]1[CH2:84][CH2:83][N:82]([C:79]2[CH:78]=[CH:77][C:76]([C:74]([C:73]3[CH:88]=[CH:89][C:70]([NH:53][C:54]4[N:59]=[C:58]([C:60]5[N:64]6[CH:65]=[CH:66][CH:67]=[CH:68][C:63]6=[N:62][CH:61]=5)[CH:57]=[CH:56][N:55]=4)=[CH:71][CH:72]=3)=[O:75])=[CH:81][CH:80]=2)[CH2:87][CH2:86]1. The yield is 0.230. (8) The reactants are Cl[C:2]([O:4][CH2:5][CH:6]=[CH2:7])=[O:3].[NH2:8][C:9]1[CH:14]=[C:13]([O:15][Si:16]([CH:23]([CH3:25])[CH3:24])([CH:20]([CH3:22])[CH3:21])[CH:17]([CH3:19])[CH3:18])[C:12]([O:26][CH3:27])=[CH:11][C:10]=1[C:28]([N:30]1[CH:34]=[C:33](/[CH:35]=[CH:36]/[CH3:37])[CH2:32][C@H:31]1[CH2:38][O:39][Si:40]([C:43]([CH3:46])([CH3:45])[CH3:44])([CH3:42])[CH3:41])=[O:29].N1C=CC=CC=1. The catalyst is C(Cl)Cl. The product is [Si:40]([O:39][CH2:38][C@@H:31]1[CH2:32][C:33](/[CH:35]=[CH:36]/[CH3:37])=[CH:34][N:30]1[C:28]([C:10]1[CH:11]=[C:12]([O:26][CH3:27])[C:13]([O:15][Si:16]([CH:17]([CH3:19])[CH3:18])([CH:23]([CH3:25])[CH3:24])[CH:20]([CH3:21])[CH3:22])=[CH:14][C:9]=1[NH:8][C:2](=[O:3])[O:4][CH2:5][CH:6]=[CH2:7])=[O:29])([C:43]([CH3:44])([CH3:46])[CH3:45])([CH3:41])[CH3:42]. The yield is 1.00. (9) The reactants are O[CH:2]1[C:10]2[C:5](=[CH:6][CH:7]=[C:8]([CH3:11])[CH:9]=2)[CH2:4][CH:3]1[NH:12][C:13](=[O:17])[O:14][CH2:15][CH3:16].C([SiH](CC)CC)C. The catalyst is ClCCCl.O. The product is [CH3:11][C:8]1[CH:9]=[C:10]2[C:5](=[CH:6][CH:7]=1)[CH2:4][CH:3]([NH:12][C:13](=[O:17])[O:14][CH2:15][CH3:16])[CH2:2]2. The yield is 0.910. (10) The reactants are C(O[C:5](=[O:7])[CH3:6])(=O)C.[CH3:8][NH:9][C:10]1[CH:15]=[CH:14][CH:13]=[CH:12][CH:11]=1. The catalyst is O. The product is [CH3:8][N:9]([C:10]1[CH:15]=[CH:14][CH:13]=[CH:12][CH:11]=1)[C:5](=[O:7])[CH3:6]. The yield is 0.700.